Dataset: Reaction yield outcomes from USPTO patents with 853,638 reactions. Task: Predict the reaction yield, written as a fraction of the theoretical maximum amount of product (1.0 means a 100% yield; for example, 0.34 means a 34% yield). (1) The reactants are [N:1]([O-])=O.[Na+].[NH2:5][C:6]1[CH:11]=[C:10]([CH2:12][CH3:13])[C:9]([O:14][CH3:15])=[CH:8][C:7]=1[C:16](=[O:18])[CH3:17].C(=O)([O-])[O-].[Na+].[Na+]. The catalyst is O.Cl. The product is [CH2:12]([C:10]1[CH:11]=[C:6]2[C:7]([C:16]([OH:18])=[CH:17][N:1]=[N:5]2)=[CH:8][C:9]=1[O:14][CH3:15])[CH3:13]. The yield is 0.600. (2) The reactants are [CH3:1][O:2][C:3]([C:5]1[C:13]([NH:14][C:15]2[CH:20]=[CH:19][C:18]([Br:21])=[CH:17][C:16]=2[Cl:22])=[C:12]([F:23])[C:8]2[N:9]=[CH:10][NH:11][C:7]=2[CH:6]=1)=[O:4].C([O-])([O-])=O.[K+].[K+].[C:30]([O:34][C:35]([CH3:38])([CH3:37])[CH3:36])(=[O:33])[CH:31]=[CH2:32]. The catalyst is CN(C=O)C.C(OCC)(=O)C. The product is [CH3:1][O:2][C:3]([C:5]1[C:13]([NH:14][C:15]2[CH:20]=[CH:19][C:18]([Br:21])=[CH:17][C:16]=2[Cl:22])=[C:12]([F:23])[C:8]2[N:9]=[CH:10][N:11]([CH2:32][CH2:31][C:30]([O:34][C:35]([CH3:38])([CH3:37])[CH3:36])=[O:33])[C:7]=2[CH:6]=1)=[O:4]. The yield is 0.620. (3) The reactants are [I:1][C:2]1[CH:3]=[C:4]([CH3:9])[C:5]([OH:8])=[N:6][CH:7]=1.[C:10]([O-])([O-])=O.[K+].[K+].CI. The catalyst is CN(C=O)C. The product is [I:1][C:2]1[CH:3]=[C:4]([CH3:9])[C:5](=[O:8])[N:6]([CH3:10])[CH:7]=1. The yield is 0.790. (4) The reactants are Cl[CH2:2][C:3]1[C:12]2[C:7](=[CH:8][C:9]([OH:13])=[CH:10][CH:11]=2)[O:6][C:5](=[O:14])[CH:4]=1.S(=O)(=O)(O)[OH:16]. The catalyst is [OH-].[Na+]. The product is [OH:13][C:9]1[CH:10]=[CH:11][C:12]2[C:3]([CH2:4][C:5]([OH:14])=[O:16])=[CH:2][O:6][C:7]=2[CH:8]=1. The yield is 0.830. (5) The reactants are [N:1]1[CH:6]=[CH:5][CH:4]=[CH:3][CH:2]=1.[F:7][C:8]([F:21])([F:20])[S:9]([O:12]S(C(F)(F)F)(=O)=O)(=[O:11])=[O:10]. The catalyst is C(Cl)Cl. The product is [O:12]([C:2]1[CH:3]=[CH:4][CH:5]=[CH:6][N:1]=1)[S:9]([C:8]([F:21])([F:20])[F:7])(=[O:11])=[O:10]. The yield is 0.880. (6) The reactants are [Br:1][C:2]1[CH:7]=[CH:6][C:5]([CH3:8])=[CH:4][N:3]=1.ClC1C=CC=C(C(OO)=[O:17])C=1. The catalyst is C(Cl)(Cl)Cl. The product is [Br:1][C:2]1[CH:7]=[CH:6][C:5]([CH3:8])=[CH:4][N+:3]=1[O-:17]. The yield is 0.910. (7) The catalyst is C1COCC1.C(OCC)(=O)C. The reactants are [OH:1][CH2:2][CH2:3][C@H:4]1[CH2:8][O:7][C:6]([CH3:10])([CH3:9])[N:5]1[C:11]([O:13][C:14]([CH3:17])([CH3:16])[CH3:15])=[O:12].[H-].[Na+].Cl[C:21]1[CH:26]=[CH:25][C:24]([C:27]([F:30])([F:29])[F:28])=[CH:23][N:22]=1. The yield is 0.820. The product is [C:14]([O:13][C:11]([N:5]1[C@@H:4]([CH2:3][CH2:2][O:1][C:21]2[CH:26]=[CH:25][C:24]([C:27]([F:30])([F:29])[F:28])=[CH:23][N:22]=2)[CH2:8][O:7][C:6]1([CH3:10])[CH3:9])=[O:12])([CH3:17])([CH3:16])[CH3:15]. (8) The reactants are [F:1][C:2]([F:17])([C:13]([F:16])([F:15])[F:14])[C:3]([F:12])([F:11])[C:4]([F:10])([F:9])[S:5](F)(=[O:7])=[O:6].CCN(CC)CC.[CH2:25]([CH:32]1[C:40]2[C:35](=[CH:36][CH:37]=[C:38]([OH:41])[CH:39]=2)[C:34](=[O:42])[NH:33]1)[C:26]1[CH:31]=[CH:30][CH:29]=[CH:28][CH:27]=1. The catalyst is ClCCl. The product is [F:9][C:4]([F:10])([S:5]([O:41][C:38]1[CH:39]=[C:40]2[C:35](=[CH:36][CH:37]=1)[C:34](=[O:42])[NH:33][CH:32]2[CH2:25][C:26]1[CH:27]=[CH:28][CH:29]=[CH:30][CH:31]=1)(=[O:7])=[O:6])[C:3]([F:12])([F:11])[C:2]([F:17])([F:1])[C:13]([F:16])([F:15])[F:14]. The yield is 0.770.